Dataset: Forward reaction prediction with 1.9M reactions from USPTO patents (1976-2016). Task: Predict the product of the given reaction. Given the reactants Br[C@H:2]([CH:14]([CH3:16])[CH3:15])[CH2:3][N-:4][C:5]1[CH:10]=[C:9]([CH3:11])[CH:8]=[C:7]([CH3:12])[C:6]=1[OH:13].C(=O)([O-])[O-:18].[K+].[K+].Cl.O, predict the reaction product. The product is: [CH:14]([C@H:2]1[C:3](=[O:18])[NH:4][C:5]2[CH:10]=[C:9]([CH3:11])[CH:8]=[C:7]([CH3:12])[C:6]=2[O:13]1)([CH3:16])[CH3:15].